Dataset: Peptide-MHC class II binding affinity with 134,281 pairs from IEDB. Task: Regression. Given a peptide amino acid sequence and an MHC pseudo amino acid sequence, predict their binding affinity value. This is MHC class II binding data. (1) The peptide sequence is GFPVRPQVPLRPMTYKGAFDL. The MHC is DRB1_1101 with pseudo-sequence DRB1_1101. The binding affinity (normalized) is 0.397. (2) The peptide sequence is IIVGRGDSRLTYQWH. The MHC is DRB3_0101 with pseudo-sequence DRB3_0101. The binding affinity (normalized) is 0.312. (3) The peptide sequence is TRQVVNVITTKISLK. The MHC is DRB1_0101 with pseudo-sequence DRB1_0101. The binding affinity (normalized) is 0.442.